This data is from Forward reaction prediction with 1.9M reactions from USPTO patents (1976-2016). The task is: Predict the product of the given reaction. (1) The product is: [Cl:39][C:37]1[CH:38]=[C:33]([S:30]([N:8]([CH2:7][C:6]([OH:41])=[O:5])[C:9]2[CH:10]=[C:11]3[C:15](=[CH:16][CH:17]=2)[N:14]([C:18]2[CH:23]=[C:22]([C:24](=[O:29])[NH:25][CH2:26][CH2:27][OH:28])[CH:21]=[CH:20][N:19]=2)[CH:13]=[CH:12]3)(=[O:32])=[O:31])[CH:34]=[C:35]([Cl:40])[CH:36]=1. Given the reactants C([O:5][C:6](=[O:41])[CH2:7][N:8]([S:30]([C:33]1[CH:38]=[C:37]([Cl:39])[CH:36]=[C:35]([Cl:40])[CH:34]=1)(=[O:32])=[O:31])[C:9]1[CH:10]=[C:11]2[C:15](=[CH:16][CH:17]=1)[N:14]([C:18]1[CH:23]=[C:22]([C:24](=[O:29])[NH:25][CH2:26][CH2:27][OH:28])[CH:21]=[CH:20][N:19]=1)[CH:13]=[CH:12]2)(C)(C)C.FC(F)(F)C(O)=O.[OH-].[Na+].Cl, predict the reaction product. (2) Given the reactants Cl[C:2]1[CH:3]=[C:4]([C:9](=[N:13]O)[C:10](=[O:12])[CH3:11])[CH:5]=[CH:6][C:7]=1Cl, predict the reaction product. The product is: [NH2:13][CH:9]([CH:4]1[CH2:5][CH2:6][CH2:7][CH2:2][CH2:3]1)[CH:10]([OH:12])[CH3:11].